This data is from Reaction yield outcomes from USPTO patents with 853,638 reactions. The task is: Predict the reaction yield, written as a fraction of the theoretical maximum amount of product (1.0 means a 100% yield; for example, 0.34 means a 34% yield). (1) The reactants are [N:1]([C@H:4]1[CH:8]([F:9])[CH2:7][N:6]([C@H:10]([C:15]2[CH:16]=[CH:17][C:18]([Cl:21])=[N:19][CH:20]=2)[C:11]([F:14])([F:13])[F:12])[CH2:5]1)=[N+]=[N-].C1(P(C2C=CC=CC=2)C2C=CC=CC=2)C=CC=CC=1.CCN(C(C)C)C(C)C.[CH3:50][C:51]([O:54][C:55](O[C:55]([O:54][C:51]([CH3:53])([CH3:52])[CH3:50])=[O:56])=[O:56])([CH3:53])[CH3:52]. The catalyst is C1COCC1. The product is [Cl:21][C:18]1[N:19]=[CH:20][C:15]([C@@H:10]([N:6]2[CH2:7][CH:8]([F:9])[C@H:4]([NH:1][C:55](=[O:56])[O:54][C:51]([CH3:53])([CH3:52])[CH3:50])[CH2:5]2)[C:11]([F:14])([F:13])[F:12])=[CH:16][CH:17]=1. The yield is 0.470. (2) The reactants are [Br:1][C:2]1[CH:3]=[C:4](I)[C:5]([O:8][CH2:9][CH3:10])=[N:6][CH:7]=1.[CH3:12][C@H:13]1[CH2:18][O:17][CH2:16][CH2:15][NH:14]1. No catalyst specified. The product is [Br:1][C:2]1[CH:3]=[C:4]([N:14]2[CH2:15][CH2:16][O:17][CH2:18][C@@H:13]2[CH3:12])[C:5]([O:8][CH2:9][CH3:10])=[N:6][CH:7]=1. The yield is 0.120. (3) The reactants are [OH:1][C:2]1[CH:7]=[CH:6][C:5]([C:8](=[O:14])[CH2:9][CH2:10][CH2:11][CH2:12][CH3:13])=[CH:4][CH:3]=1.Br[CH:16]([CH2:22][CH2:23][CH2:24][CH2:25][CH2:26][CH2:27][CH2:28][CH3:29])[C:17]([O:19][CH2:20][CH3:21])=[O:18]. The product is [C:8]([C:5]1[CH:4]=[CH:3][C:2]([O:1][CH:16]([CH2:22][CH2:23][CH2:24][CH2:25][CH2:26][CH2:27][CH2:28][CH3:29])[C:17]([O:19][CH2:20][CH3:21])=[O:18])=[CH:7][CH:6]=1)(=[O:14])[CH2:9][CH2:10][CH2:11][CH2:12][CH3:13]. No catalyst specified. The yield is 0.800.